Task: Predict the product of the given reaction.. Dataset: Forward reaction prediction with 1.9M reactions from USPTO patents (1976-2016) (1) Given the reactants [F:1][C:2]1[CH:7]=[CH:6][CH:5]=[C:4]([F:8])[C:3]=1[C:9]1[CH:14]=[C:13]([C:15]2[N:23](C(OC(C)(C)C)=O)[C:22]3[CH2:21][CH2:20][N:19](C(OC(C)(C)C)=O)[C:18](=[O:38])[C:17]=3[CH:16]=2)[CH:12]=[CH:11][N:10]=1.[F:39][C:40]([F:45])([F:44])[C:41]([OH:43])=[O:42].ClCCl, predict the reaction product. The product is: [F:39][C:40]([F:45])([F:44])[C:41]([OH:43])=[O:42].[F:8][C:4]1[CH:5]=[CH:6][CH:7]=[C:2]([F:1])[C:3]=1[C:9]1[CH:14]=[C:13]([C:15]2[NH:23][C:22]3[CH2:21][CH2:20][NH:19][C:18](=[O:38])[C:17]=3[CH:16]=2)[CH:12]=[CH:11][N:10]=1. (2) Given the reactants [CH2:1]([O:3][C@@H:4]([CH2:9][C:10]1[CH:15]=[CH:14][C:13]([C:16]2[CH:20]=[C:19]([CH2:21][NH:22][CH3:23])[S:18][CH:17]=2)=[CH:12][CH:11]=1)[C:5]([O:7][CH3:8])=[O:6])[CH3:2].[CH:24]1([CH2:29][C:30](Cl)=[O:31])[CH2:28][CH2:27][CH2:26][CH2:25]1, predict the reaction product. The product is: [CH:24]1([CH2:29][C:30]([CH2:23][NH:22][CH2:21][C:19]2[S:18][CH:17]=[C:16]([C:13]3[CH:14]=[CH:15][C:10]([CH2:9][C@H:4]([O:3][CH2:1][CH3:2])[C:5]([O:7][CH3:8])=[O:6])=[CH:11][CH:12]=3)[CH:20]=2)=[O:31])[CH2:28][CH2:27][CH2:26][CH2:25]1. (3) Given the reactants C([O:5][C:6](=[O:29])/[CH:7]=[C:8]1/[C:9](=[O:28])[N:10]([CH2:17][C:18]2[CH:19]=[C:20]([CH:25]=[CH:26][CH:27]=2)[C:21]([O:23][CH3:24])=[O:22])[C:11]2[C:16]/1=[CH:15][CH:14]=[CH:13][CH:12]=2)(C)(C)C.ClC(Cl)C, predict the reaction product. The product is: [CH3:24][O:23][C:21]([C:20]1[CH:19]=[C:18]([CH:27]=[CH:26][CH:25]=1)[CH2:17][N:10]1[C:11]2[C:16](=[CH:15][CH:14]=[CH:13][CH:12]=2)/[C:8](=[CH:7]\[C:6]([OH:29])=[O:5])/[C:9]1=[O:28])=[O:22]. (4) Given the reactants [NH2:1][C:2]1[O:10][C:9]2[C:4](=[N:5][CH:6]=[C:7]([Br:11])[CH:8]=2)[C:3]=1[C:12]([O:14][CH2:15][CH3:16])=[O:13].[CH3:17][C:18]([O:21][C:22](O[C:22]([O:21][C:18]([CH3:20])([CH3:19])[CH3:17])=[O:23])=[O:23])([CH3:20])[CH3:19], predict the reaction product. The product is: [Br:11][C:7]1[CH:8]=[C:9]2[O:10][C:2]([NH:1][C:22]([O:21][C:18]([CH3:20])([CH3:19])[CH3:17])=[O:23])=[C:3]([C:12]([O:14][CH2:15][CH3:16])=[O:13])[C:4]2=[N:5][CH:6]=1. (5) Given the reactants Cl.[Cl:2][C:3]1[CH:4]=[C:5]2[C:9](=[CH:10][CH:11]=1)[NH:8][C:7]([C:12]1[CH:13]=[N:14][CH:15]=[CH:16][CH:17]=1)=[C:6]2[CH3:18].C[Si]([N-][Si](C)(C)C)(C)C.[K+].Cl[CH2:30][CH2:31][O:32][Si](C)(C)C.Cl, predict the reaction product. The product is: [Cl:2][C:3]1[CH:4]=[C:5]2[C:9](=[CH:10][CH:11]=1)[N:8]([CH2:30][CH2:31][OH:32])[C:7]([C:12]1[CH:13]=[N:14][CH:15]=[CH:16][CH:17]=1)=[C:6]2[CH3:18]. (6) The product is: [C:14]([O:13][C:11]([N:1]1[CH2:6][CH2:5][CH:4]([CH2:7][C:8]([OH:10])=[O:9])[CH2:3][CH2:2]1)=[O:12])([CH3:17])([CH3:16])[CH3:15]. Given the reactants [NH:1]1[CH2:6][CH2:5][CH:4]([CH2:7][C:8]([OH:10])=[O:9])[CH2:3][CH2:2]1.[C:11](O[C:11]([O:13][C:14]([CH3:17])([CH3:16])[CH3:15])=[O:12])([O:13][C:14]([CH3:17])([CH3:16])[CH3:15])=[O:12].C(=O)(O)[O-].[Na+], predict the reaction product.